Dataset: Forward reaction prediction with 1.9M reactions from USPTO patents (1976-2016). Task: Predict the product of the given reaction. (1) Given the reactants Cl.[NH2:2][OH:3].[OH-].[Na+].Cl[P:7](=[O:20])([C:14]1[CH:19]=[CH:18][CH:17]=[CH:16][CH:15]=1)[C:8]1[CH:13]=[CH:12][CH:11]=[CH:10][CH:9]=1, predict the reaction product. The product is: [NH2:2][O:3][P:7](=[O:20])([C:14]1[CH:19]=[CH:18][CH:17]=[CH:16][CH:15]=1)[C:8]1[CH:13]=[CH:12][CH:11]=[CH:10][CH:9]=1. (2) Given the reactants [Cl:1][C:2]1[CH:3]=[N:4][CH:5]=[CH:6][C:7]=1[CH:8]([C:10]1[CH:15]=[C:14]([F:16])[CH:13]=[CH:12][C:11]=1[F:17])O.C(N(CC)CC)C.CS(Cl)(=O)=O.[Cl:30][C:31]1[N:36]=[CH:35][C:34]([SH:37])=[CH:33][CH:32]=1.C(=O)([O-])[O-].[K+].[K+], predict the reaction product. The product is: [Cl:30][C:31]1[CH:32]=[CH:33][C:34]([S:37][CH:8]([C:7]2[CH:6]=[CH:5][N:4]=[CH:3][C:2]=2[Cl:1])[C:10]2[CH:15]=[C:14]([F:16])[CH:13]=[CH:12][C:11]=2[F:17])=[CH:35][N:36]=1. (3) Given the reactants [OH:1][C:2]1[C:7]([C:8]([NH:10][C@H:11]([C:13]2[CH:18]=[CH:17][C:16]([P:19](=[O:26])([O:23]CC)[O:20]CC)=[CH:15][CH:14]=2)[CH3:12])=[O:9])=[CH:6][N:5]=[C:4]([C:27]2[CH:32]=[CH:31][CH:30]=[CH:29][N:28]=2)[N:3]=1.C[Si](Br)(C)C, predict the reaction product. The product is: [OH:1][C:2]1[C:7]([C:8]([NH:10][C@H:11]([C:13]2[CH:14]=[CH:15][C:16]([P:19](=[O:20])([OH:26])[OH:23])=[CH:17][CH:18]=2)[CH3:12])=[O:9])=[CH:6][N:5]=[C:4]([C:27]2[CH:32]=[CH:31][CH:30]=[CH:29][N:28]=2)[N:3]=1. (4) Given the reactants [C:1]1(=[O:7])[O:6][C:4](=[O:5])[CH:3]=[CH:2]1.S(OCC)(OCC)(=O)=O.[Cl-].[Al+3].[Cl-].[Cl-].[Cl:21][C:22]1[CH:27]=[CH:26][CH:25]=[CH:24][C:23]=1[O:28][CH3:29].Cl.[I-].[Na+].Cl[Si](C)(C)C, predict the reaction product. The product is: [Cl:21][C:22]1[CH:27]=[C:26]([C:4](=[O:5])/[CH:3]=[CH:2]/[C:1]([OH:6])=[O:7])[CH:25]=[CH:24][C:23]=1[O:28][CH3:29]. (5) Given the reactants [OH:1][B:2]1[C:6]2[CH:7]=[C:8]([O:12][C:13]3[S:14][C:15]([C:18](=[NH:21])[NH:19][OH:20])=[N:16][N:17]=3)[CH:9]=[C:10]([CH3:11])[C:5]=2[CH:4]([CH2:22][C:23]([O:25]CC)=[O:24])[O:3]1.[Li+].[OH-], predict the reaction product. The product is: [OH:1][B:2]1[C:6]2[CH:7]=[C:8]([O:12][C:13]3[S:14][C:15]([C:18](=[NH:21])[NH:19][OH:20])=[N:16][N:17]=3)[CH:9]=[C:10]([CH3:11])[C:5]=2[CH:4]([CH2:22][C:23]([OH:25])=[O:24])[O:3]1.